From a dataset of Catalyst prediction with 721,799 reactions and 888 catalyst types from USPTO. Predict which catalyst facilitates the given reaction. (1) Reactant: [F:1][C:2]1[CH:7]=[CH:6][C:5]([CH2:8][OH:9])=[CH:4][C:3]=1[O:10][CH3:11].N1C=CN=C1.[C:17]([Si:21](Cl)([C:28]1[CH:33]=[CH:32][CH:31]=[CH:30][CH:29]=1)[C:22]1[CH:27]=[CH:26][CH:25]=[CH:24][CH:23]=1)([CH3:20])([CH3:19])[CH3:18].Cl. Product: [C:17]([Si:21]([O:9][CH2:8][C:5]1[CH:6]=[CH:7][C:2]([F:1])=[C:3]([O:10][CH3:11])[CH:4]=1)([C:28]1[CH:33]=[CH:32][CH:31]=[CH:30][CH:29]=1)[C:22]1[CH:23]=[CH:24][CH:25]=[CH:26][CH:27]=1)([CH3:20])([CH3:18])[CH3:19]. The catalyst class is: 39. (2) Reactant: [F:1][C:2]1[CH:7]=[C:6]([C:8](O)=[O:9])[CH:5]=[CH:4][C:3]=1[C:11]1[CH:16]=[CH:15][C:14]([O:17][CH2:18][CH:19]2[CH2:24][CH2:23][N:22]([CH2:25][C:26]3([C:30]([F:33])([F:32])[F:31])[CH2:29][CH2:28][CH2:27]3)[CH2:21][CH2:20]2)=[CH:13][CH:12]=1.[NH:34]1[CH2:38][CH2:37][CH2:36][C@@H:35]1[CH2:39][OH:40].C1C=CC2N(O)N=NC=2C=1.C(Cl)CCl.CCN(C(C)C)C(C)C. Product: [F:1][C:2]1[CH:7]=[C:6]([C:8]([N:34]2[CH2:38][CH2:37][CH2:36][C@@H:35]2[CH2:39][OH:40])=[O:9])[CH:5]=[CH:4][C:3]=1[C:11]1[CH:16]=[CH:15][C:14]([O:17][CH2:18][CH:19]2[CH2:20][CH2:21][N:22]([CH2:25][C:26]3([C:30]([F:31])([F:32])[F:33])[CH2:29][CH2:28][CH2:27]3)[CH2:23][CH2:24]2)=[CH:13][CH:12]=1. The catalyst class is: 34. (3) Reactant: [NH2:1][C@H:2]([C:34]1[CH:39]=[CH:38][CH:37]=[CH:36][CH:35]=1)[C:3]([NH:5][C:6]1[CH:11]=[C:10]([N:12]2[C:16](=[O:17])[C:15]([CH3:19])([CH3:18])[N:14]([CH2:20][C:21]3[CH:26]=[CH:25][N:24]=[C:23](Cl)[CH:22]=3)[C:13]2=[O:28])[CH:9]=[CH:8][C:7]=1[O:29][C:30]([F:33])([F:32])[F:31])=[O:4].[NH2:40][C:41]1[CH:42]=[N:43][CH:44]=[CH:45][CH:46]=1.CC1(C)C2C=CC(P(C3C=CC=CC=3)C3C=CC=CC=3)=CC=2OC2C1=CC=C(P(C1C=CC=CC=1)C1C=CC=CC=1)C=2.C(=O)([O-])[O-].[Cs+].[Cs+]. Product: [NH2:1][C@H:2]([C:34]1[CH:39]=[CH:38][CH:37]=[CH:36][CH:35]=1)[C:3]([NH:5][C:6]1[CH:11]=[C:10]([N:12]2[C:16](=[O:17])[C:15]([CH3:19])([CH3:18])[N:14]([CH2:20][C:21]3[CH:26]=[CH:25][N:24]=[C:23]([NH:40][C:41]4[CH:42]=[N:43][CH:44]=[CH:45][CH:46]=4)[CH:22]=3)[C:13]2=[O:28])[CH:9]=[CH:8][C:7]=1[O:29][C:30]([F:33])([F:32])[F:31])=[O:4]. The catalyst class is: 160.